From a dataset of Reaction yield outcomes from USPTO patents with 853,638 reactions. Predict the reaction yield, written as a fraction of the theoretical maximum amount of product (1.0 means a 100% yield; for example, 0.34 means a 34% yield). (1) The reactants are [O-][CH2:2]C.[Na+].[N:5]1[CH:10]=[C:9]([CH2:11][C:12]2[C:13](=[O:19])[NH:14][C:15](=[S:18])[NH:16][CH:17]=2)[CH:8]=[N:7][CH:6]=1.CI. The catalyst is CCO. The product is [CH3:2][S:18][C:15]1[NH:16][CH:17]=[C:12]([CH2:11][C:9]2[CH:10]=[N:5][CH:6]=[N:7][CH:8]=2)[C:13](=[O:19])[N:14]=1. The yield is 0.624. (2) The reactants are Cl[CH2:2][CH2:3][CH2:4][N:5]1[C:10]2[CH:11]=[CH:12][CH:13]=[C:14]([F:15])[C:9]=2[O:8][CH2:7][C:6]1=[O:16].C([O-])([O-])=O.[K+].[K+].[Na+].[I-].[CH2:25]([CH:29]1[CH2:34][CH2:33][NH:32][CH2:31][CH2:30]1)[CH2:26][CH2:27][CH3:28]. The catalyst is C(Cl)Cl.CO. The product is [CH2:25]([CH:29]1[CH2:34][CH2:33][N:32]([CH2:2][CH2:3][CH2:4][N:5]2[C:10]3[CH:11]=[CH:12][CH:13]=[C:14]([F:15])[C:9]=3[O:8][CH2:7][C:6]2=[O:16])[CH2:31][CH2:30]1)[CH2:26][CH2:27][CH3:28]. The yield is 0.800. (3) The reactants are [N+:1]([O-:4])(O)=[O:2].[CH3:5][O:6][C:7]1[CH:8]=[C:9]2[C:14](=[CH:15][C:16]=1[O:17][CH3:18])[N:13]=[CH:12][NH:11][C:10]2=[O:19]. The catalyst is O. The product is [CH3:5][O:6][C:7]1[C:8]([N+:1]([O-:4])=[O:2])=[C:9]2[C:14](=[CH:15][C:16]=1[O:17][CH3:18])[N:13]=[CH:12][NH:11][C:10]2=[O:19]. The yield is 0.320. (4) The reactants are C(=O)(SC)O[O:3][CH:4]([O:8][C:9](=[O:13])[CH:10]([CH3:12])[CH3:11])[CH:5]([CH3:7])[CH3:6].[OH:17][N:18]1[C:22](=[O:23])[C@H:21]([O:24][C:25](=[O:32])[C:26]2[CH:31]=[CH:30][CH:29]=[CH:28][CH:27]=2)[C@@H:20]([O:33][C:34](=[O:41])[C:35]2[CH:40]=[CH:39][CH:38]=[CH:37][CH:36]=2)[C:19]1=[O:42].[C:43](OO)(=[O:45])C.C(O)(=O)C. The catalyst is ClCCCl. The product is [CH3:12][CH:10]([CH3:11])[C:9]([O:8][C@@H:4]([O:3][C:43]([O:17][N:18]1[C:22](=[O:23])[C@H:21]([O:24][C:25](=[O:32])[C:26]2[CH:27]=[CH:28][CH:29]=[CH:30][CH:31]=2)[C@@H:20]([O:33][C:34](=[O:41])[C:35]2[CH:40]=[CH:39][CH:38]=[CH:37][CH:36]=2)[C:19]1=[O:42])=[O:45])[CH:5]([CH3:6])[CH3:7])=[O:13]. The yield is 0.250. (5) The reactants are Br[C:2]1[C:3]([C:11]([O:13][CH2:14][CH3:15])=[O:12])=[CH:4][N:5]2[C:10]=1[CH:9]=[CH:8][CH:7]=[CH:6]2.[C:16]1(B(O)O)[CH:21]=[CH:20][CH:19]=[CH:18][CH:17]=1.OP([O-])(O)=O.[K+].[O-]P([O-])([O-])=O.[K+].[K+].[K+]. The catalyst is O1CCOCC1.O.CC(P(C(C)(C)C)[C-]1C=CC=C1)(C)C.CC(P(C(C)(C)C)[C-]1C=CC=C1)(C)C.Cl[Pd]Cl.[Fe+2]. The product is [C:16]1([C:2]2[C:3]([C:11]([O:13][CH2:14][CH3:15])=[O:12])=[CH:4][N:5]3[C:10]=2[CH:9]=[CH:8][CH:7]=[CH:6]3)[CH:21]=[CH:20][CH:19]=[CH:18][CH:17]=1. The yield is 0.620.